This data is from Reaction yield outcomes from USPTO patents with 853,638 reactions. The task is: Predict the reaction yield, written as a fraction of the theoretical maximum amount of product (1.0 means a 100% yield; for example, 0.34 means a 34% yield). (1) The reactants are [NH2:1][C:2]1[C:3]([O:13][CH:14]([CH3:16])[CH3:15])=[CH:4][C:5]([Cl:12])=[C:6]([CH:11]=1)[C:7]([O:9][CH3:10])=[O:8].[N:17]([O-])=O.[Na+].[Sn](Cl)Cl. The catalyst is Cl.O. The product is [Cl:12][C:5]1[CH:4]=[C:3]([O:13][CH:14]([CH3:16])[CH3:15])[C:2]([NH:1][NH2:17])=[CH:11][C:6]=1[C:7]([O:9][CH3:10])=[O:8]. The yield is 0.810. (2) The reactants are S(O)(O)(=O)=O.[NH2:6][C:7]1[NH:8][CH:9]=[CH:10][N:11]=1.[C:12](N1C=CN=C1)(N1C=CN=C1)=[O:13].CCN(C(C)C)C(C)C.[CH3:33][C:34]1[C:35]([C@@H:40]2[CH2:45][CH2:44][CH2:43][C@H:42]([C:46]3[C:51]([CH3:52])=[CH:50][CH:49]=[CH:48][N:47]=3)[N:41]2[CH2:53][CH2:54][CH2:55][CH2:56][NH2:57])=[N:36][CH:37]=[CH:38][CH:39]=1.C([O-])(O)=O.[Na+]. The catalyst is C(Cl)Cl. The product is [CH3:52][C:51]1[C:46]([C@@H:42]2[CH2:43][CH2:44][CH2:45][C@H:40]([C:35]3[C:34]([CH3:33])=[CH:39][CH:38]=[CH:37][N:36]=3)[N:41]2[CH2:53][CH2:54][CH2:55][CH2:56][NH:57][C:12]([NH:6][C:7]2[NH:8][CH:9]=[CH:10][N:11]=2)=[O:13])=[N:47][CH:48]=[CH:49][CH:50]=1. The yield is 0.670. (3) The reactants are [CH:1]1([CH2:7][C:8]([NH:10][C:11]2[CH:16]=[CH:15][C:14]([OH:17])=[CH:13][CH:12]=2)=[O:9])[CH2:6][CH2:5][CH2:4][CH2:3][CH2:2]1.[I-].C[N+]1C=CN([C:25](=[O:34])[N:26]([CH3:33])[C:27]2[CH:32]=[CH:31][CH:30]=[CH:29][CH:28]=2)C=1. No catalyst specified. The product is [CH:1]1([CH2:7][C:8]([NH:10][C:11]2[CH:16]=[CH:15][C:14]([O:17][C:25](=[O:34])[N:26]([CH3:33])[C:27]3[CH:32]=[CH:31][CH:30]=[CH:29][CH:28]=3)=[CH:13][CH:12]=2)=[O:9])[CH2:6][CH2:5][CH2:4][CH2:3][CH2:2]1. The yield is 0.770. (4) The reactants are Cl[C:2]1[CH:7]=[CH:6][C:5]([Cl:8])=[CH:4][N:3]=1.[C:9]1(B(O)O)[CH:14]=[CH:13][CH:12]=[CH:11][CH:10]=1.C(=O)([O-])[O-].[K+].[K+].C(COC)OC. The catalyst is C1C=CC([P]([Pd]([P](C2C=CC=CC=2)(C2C=CC=CC=2)C2C=CC=CC=2)([P](C2C=CC=CC=2)(C2C=CC=CC=2)C2C=CC=CC=2)[P](C2C=CC=CC=2)(C2C=CC=CC=2)C2C=CC=CC=2)(C2C=CC=CC=2)C2C=CC=CC=2)=CC=1.O. The product is [Cl:8][C:5]1[CH:6]=[CH:7][C:2]([C:9]2[CH:14]=[CH:13][CH:12]=[CH:11][CH:10]=2)=[N:3][CH:4]=1. The yield is 0.730. (5) The reactants are Cl[C:2]1[CH:7]=[CH:6][N:5]=[C:4]([N:8]2[C:20](=[O:21])[C:19]3[S:18][C:17]4[CH2:16][CH2:15][CH2:14][CH2:13][C:12]=4[C:11]=3[CH:10]=[N:9]2)[C:3]=1[CH:22]=[O:23].[CH3:24][N:25]1[CH:30]=[C:29](B2OC(C)(C)C(C)(C)O2)[CH:28]=[C:27]([NH:40][C:41]2[CH:50]=[C:44]3[CH2:45][N:46]([CH3:49])[CH2:47][CH2:48][N:43]3[N:42]=2)[C:26]1=[O:51].[O-]P([O-])([O-])=O.[K+].[K+].[K+].O.O.O.C([O-])(=O)C.[Na+]. The catalyst is O.C1C=CC(P(C2C=CC=CC=2)[C-]2C=CC=C2)=CC=1.C1C=CC(P(C2C=CC=CC=2)[C-]2C=CC=C2)=CC=1.Cl[Pd]Cl.[Fe+2].C(#N)C. The product is [CH3:24][N:25]1[C:26](=[O:51])[C:27]([NH:40][C:41]2[CH:50]=[C:44]3[CH2:45][N:46]([CH3:49])[CH2:47][CH2:48][N:43]3[N:42]=2)=[CH:28][C:29]([C:2]2[CH:7]=[CH:6][N:5]=[C:4]([N:8]3[C:20](=[O:21])[C:19]4[S:18][C:17]5[CH2:16][CH2:15][CH2:14][CH2:13][C:12]=5[C:11]=4[CH:10]=[N:9]3)[C:3]=2[CH:22]=[O:23])=[CH:30]1. The yield is 0.880. (6) The reactants are [O:1]1[C:5]2[CH:6]=[CH:7][C:8]([C:10]([OH:12])=O)=[CH:9][C:4]=2[O:3][CH2:2]1.[NH2:13][CH2:14][CH2:15][CH2:16][OH:17]. No catalyst specified. The product is [OH:17][CH2:16][CH2:15][CH2:14][NH:13][C:10]([C:8]1[CH:7]=[CH:6][C:5]2[O:1][CH2:2][O:3][C:4]=2[CH:9]=1)=[O:12]. The yield is 0.650.